From a dataset of Full USPTO retrosynthesis dataset with 1.9M reactions from patents (1976-2016). Predict the reactants needed to synthesize the given product. Given the product [Cl:1][C:2]1[CH:7]=[C:6]([C:8]([F:11])([F:9])[F:10])[CH:5]=[CH:4][C:3]=1[C:12]1[CH:17]=[CH:16][N:15]=[C:14]([NH:35][CH:33]([CH3:34])[CH2:32][O:31][CH3:30])[C:13]=1[N+:26]([O-:28])=[O:27], predict the reactants needed to synthesize it. The reactants are: [Cl:1][C:2]1[CH:7]=[C:6]([C:8]([F:11])([F:10])[F:9])[CH:5]=[CH:4][C:3]=1[C:12]1[CH:17]=[CH:16][N:15]=[C:14](OS(C(F)(F)F)(=O)=O)[C:13]=1[N+:26]([O-:28])=[O:27].Cl.[CH3:30][O:31][CH2:32][CH:33]([NH2:35])[CH3:34].